This data is from Reaction yield outcomes from USPTO patents with 853,638 reactions. The task is: Predict the reaction yield, written as a fraction of the theoretical maximum amount of product (1.0 means a 100% yield; for example, 0.34 means a 34% yield). (1) The reactants are [CH3:1][N:2]1[C:6](=[O:7])[O:5][N:4]=[C:3]1/[C:8](=[N:15]\[O:16][CH2:17][C:18]1[N:23]=[C:22]([NH:24][C:25](=[O:31])[O:26][C:27]([CH3:30])([CH3:29])[CH3:28])[CH:21]=[CH:20][CH:19]=1)/[C:9]1[CH:14]=[CH:13][CH:12]=[CH:11][CH:10]=1.[H-].[Na+].Br[CH2:35][CH2:36][CH:37]1[CH2:42][CH2:41][CH2:40][CH2:39][CH2:38]1. The catalyst is CN(C)C=O. The product is [CH:37]1([CH2:36][CH2:35][N:24]([C:22]2[CH:21]=[CH:20][CH:19]=[C:18]([CH2:17][O:16]/[N:15]=[C:8](\[C:3]3[N:2]([CH3:1])[C:6](=[O:7])[O:5][N:4]=3)/[C:9]3[CH:10]=[CH:11][CH:12]=[CH:13][CH:14]=3)[N:23]=2)[C:25](=[O:31])[O:26][C:27]([CH3:28])([CH3:30])[CH3:29])[CH2:42][CH2:41][CH2:40][CH2:39][CH2:38]1. The yield is 0.860. (2) The reactants are [Br:1][C:2]1[CH:7]=[CH:6][C:5]([OH:8])=[C:4]([CH3:9])[CH:3]=1.C(N(CC)CC)C.Cl[C:18]([O:20][CH3:21])=[O:19]. The product is [C:18](=[O:19])([O:20][CH3:21])[O:8][C:5]1[CH:6]=[CH:7][C:2]([Br:1])=[CH:3][C:4]=1[CH3:9]. The yield is 0.860. The catalyst is ClCCl. (3) The reactants are CS(C)=O.I[C:6]1[CH:11]=[CH:10][CH:9]=[CH:8][C:7]=1[NH2:12].O=[C:14]([CH3:21])[CH2:15][C:16]([O:18][CH2:19][CH3:20])=[O:17].C(=O)([O-])[O-].[Cs+].[Cs+]. The catalyst is [Cu-]=O.O. The product is [CH3:21][C:14]1[NH:12][C:7]2[C:6]([C:15]=1[C:16]([O:18][CH2:19][CH3:20])=[O:17])=[CH:11][CH:10]=[CH:9][CH:8]=2. The yield is 0.575. (4) The reactants are [CH3:1][O:2][C:3]([C:5]1[S:9][C:8]([C:10]([OH:12])=O)=[CH:7][C:6]=1[C:13]1[CH:18]=[CH:17][CH:16]=[CH:15][CH:14]=1)=[O:4].[C:19]1([NH2:25])[CH:24]=[CH:23][CH:22]=[CH:21][CH:20]=1.F[P-](F)(F)(F)(F)F.N1(O[P+](N(C)C)(N(C)C)N(C)C)C2C=CC=CC=2N=N1.O. The catalyst is CN(C=O)C. The product is [C:13]1([C:6]2[CH:7]=[C:8]([C:10](=[O:12])[NH:25][C:19]3[CH:24]=[CH:23][CH:22]=[CH:21][CH:20]=3)[S:9][C:5]=2[C:3]([O:2][CH3:1])=[O:4])[CH:18]=[CH:17][CH:16]=[CH:15][CH:14]=1. The yield is 0.660. (5) The reactants are C(O[C:4]1[C:5](=[O:16])[C:6](=[O:15])[C:7]=1[NH:8][C:9]1[CH:14]=[CH:13][N:12]=[CH:11][CH:10]=1)C.[N:17]1([CH2:23][CH2:24][O:25][C:26]2[CH:39]=[CH:38][C:29]([O:30][CH2:31][CH2:32][CH2:33][CH2:34][CH2:35][CH2:36][NH2:37])=[CH:28][CH:27]=2)[CH2:22][CH2:21][O:20][CH2:19][CH2:18]1. No catalyst specified. The product is [N:17]1([CH2:23][CH2:24][O:25][C:26]2[CH:39]=[CH:38][C:29]([O:30][CH2:31][CH2:32][CH2:33][CH2:34][CH2:35][CH2:36][NH:37][C:4]3[C:5](=[O:16])[C:6](=[O:15])[C:7]=3[NH:8][C:9]3[CH:10]=[CH:11][N:12]=[CH:13][CH:14]=3)=[CH:28][CH:27]=2)[CH2:22][CH2:21][O:20][CH2:19][CH2:18]1. The yield is 0.640. (6) The reactants are [Cl:1][C:2]1[CH:15]=[C:14](/[CH:16]=[CH:17]/[CH:18]([C:23]2[CH:28]=[C:27]([Cl:29])[C:26]([Cl:30])=[C:25]([Cl:31])[CH:24]=2)[C:19]([F:22])([F:21])[F:20])[CH:13]=[CH:12][C:3]=1[CH2:4][NH:5][C:6](=[O:11])[CH2:7][CH2:8]SC.O[O:33][S:34]([O-:36])=O.[K+].[CH3:38]C(C)=O. The catalyst is O. The product is [Cl:1][C:2]1[CH:15]=[C:14](/[CH:16]=[CH:17]/[CH:18]([C:23]2[CH:24]=[C:25]([Cl:31])[C:26]([Cl:30])=[C:27]([Cl:29])[CH:28]=2)[C:19]([F:22])([F:21])[F:20])[CH:13]=[CH:12][C:3]=1[CH2:4][NH:5][C:6](=[O:11])[CH2:7][CH2:8][S:34]([CH3:38])(=[O:36])=[O:33]. The yield is 0.600. (7) The reactants are [C:1]1([S:7]([NH2:10])(=[O:9])=[O:8])[CH:6]=[CH:5][CH:4]=[CH:3][CH:2]=1.CC(C)([O-])C.[K+].C1(C)C=CC([O:23][C:24]([C:26]2[C:34]3[C:29](=[CH:30][C:31]([Cl:43])=[C:32]([C:35]4[CH:40]=[CH:39][C:38]([O:41][CH3:42])=[CH:37][CH:36]=4)[CH:33]=3)[NH:28][N:27]=2)=O)=CC=1. The catalyst is C1COCC1. The product is [Cl:43][C:31]1[CH:30]=[C:29]2[C:34]([C:26]([C:24]([NH:10][S:7]([C:1]3[CH:6]=[CH:5][CH:4]=[CH:3][CH:2]=3)(=[O:9])=[O:8])=[O:23])=[N:27][NH:28]2)=[CH:33][C:32]=1[C:35]1[CH:40]=[CH:39][C:38]([O:41][CH3:42])=[CH:37][CH:36]=1. The yield is 0.0300. (8) The reactants are [NH2:1][C:2]1[CH:6]=[CH:5][NH:4][N:3]=1.[C:7]1(=O)[O:12][C:10](=[O:11])[C:9]2=[CH:13][CH:14]=[CH:15][CH:16]=[C:8]12. The catalyst is O1CCOCC1. The product is [NH:4]1[CH:5]=[CH:6][C:2]([N:1]2[C:10](=[O:11])[C:9]3[C:8](=[CH:16][CH:15]=[CH:14][CH:13]=3)[C:7]2=[O:12])=[N:3]1. The yield is 0.920.